From a dataset of Catalyst prediction with 721,799 reactions and 888 catalyst types from USPTO. Predict which catalyst facilitates the given reaction. (1) Reactant: [N:1]1[C:10]2[C:5](=[CH:6][CH:7]=[CH:8][CH:9]=2)[CH:4]=[CH:3][C:2]=1[N:11]1[CH2:14][CH:13]([O:15][C:16]2[C:17]([C:22]3[CH:27]=[CH:26][C:25]([C:28](=[O:30])[CH3:29])=[CH:24][CH:23]=3)=[N:18][CH:19]=[CH:20][N:21]=2)[CH2:12]1.[BH4-].[BH4-].[BH4-].[BH4-].[Na+].[Na+].[Na+].[Na+].[Cl-].[NH4+]. Product: [N:1]1[C:10]2[C:5](=[CH:6][CH:7]=[CH:8][CH:9]=2)[CH:4]=[CH:3][C:2]=1[N:11]1[CH2:12][CH:13]([O:15][C:16]2[C:17]([C:22]3[CH:27]=[CH:26][C:25]([CH:28]([OH:30])[CH3:29])=[CH:24][CH:23]=3)=[N:18][CH:19]=[CH:20][N:21]=2)[CH2:14]1. The catalyst class is: 5. (2) Reactant: [C:1]([C:4]1[C:22](=[O:23])[C@@:8]2([CH3:24])[C:9]3[C:15]([OH:16])=[CH:14][C:13]([O:17][CH3:18])=[C:12]([C:19]([NH2:21])=[O:20])[C:10]=3[O:11][C:7]2=[CH:6][C:5]=1[OH:25])(=[O:3])[CH3:2].[O:26]([C:33]1[C:42]2[C:37](=[CH:38][CH:39]=[CH:40][CH:41]=2)[C:36]([CH:43]=O)=[CH:35][CH:34]=1)[C:27]1[CH:32]=[CH:31][CH:30]=[CH:29][CH:28]=1.C([SiH](CC)CC)C.FC(F)(F)C(O)=O. Product: [C:1]([C:4]1[C:22](=[O:23])[C@@:8]2([CH3:24])[C:9]3[C:15]([OH:16])=[CH:14][C:13]([O:17][CH3:18])=[C:12]([C:19]([NH:21][CH2:43][C:36]4[C:37]5[C:42](=[CH:41][CH:40]=[CH:39][CH:38]=5)[C:33]([O:26][C:27]5[CH:32]=[CH:31][CH:30]=[CH:29][CH:28]=5)=[CH:34][CH:35]=4)=[O:20])[C:10]=3[O:11][C:7]2=[CH:6][C:5]=1[OH:25])(=[O:3])[CH3:2]. The catalyst class is: 10. (3) Reactant: [C:1]1(B(O)O)[CH:6]=[CH:5][CH:4]=[CH:3][CH:2]=1.[C:10]([O:14][C:15]([NH:17][C:18]1[S:26][C:25]2[C:20](=[N:21][C:22](Cl)=[CH:23][CH:24]=2)[C:19]=1[C:28]([O:30][CH2:31][CH3:32])=[O:29])=[O:16])([CH3:13])([CH3:12])[CH3:11].CCN(C(C)C)C(C)C. Product: [C:10]([O:14][C:15]([NH:17][C:18]1[S:26][C:25]2[C:20](=[N:21][C:22]([C:1]3[CH:6]=[CH:5][CH:4]=[CH:3][CH:2]=3)=[CH:23][CH:24]=2)[C:19]=1[C:28]([O:30][CH2:31][CH3:32])=[O:29])=[O:16])([CH3:13])([CH3:12])[CH3:11]. The catalyst class is: 760. (4) Reactant: FC(F)(F)S([O:6][S:7]([C:10]([F:13])([F:12])[F:11])(=[O:9])=[O:8])(=O)=O.N1C(C)=CC=CC=1C.[F:24][C:25]([F:52])([F:51])[C:26]1[CH:27]=[C:28]([C@H:36]2[O:40][C:39](=[O:41])[N:38]([CH2:42][C:43]3[C:48](O)=[N:47][CH:46]=[CH:45][N:44]=3)[C@H:37]2[CH3:50])[CH:29]=[C:30]([C:32]([F:35])([F:34])[F:33])[CH:31]=1. Product: [F:13][C:10]([F:11])([F:12])[S:7]([O:6][C:48]1[C:43]([CH2:42][N:38]2[C@@H:37]([CH3:50])[C@@H:36]([C:28]3[CH:29]=[C:30]([C:32]([F:34])([F:33])[F:35])[CH:31]=[C:26]([C:25]([F:52])([F:24])[F:51])[CH:27]=3)[O:40][C:39]2=[O:41])=[N:44][CH:45]=[CH:46][N:47]=1)(=[O:8])=[O:9]. The catalyst class is: 2. (5) Reactant: [CH2:1]([P:3]([CH2:6][CH2:7][OH:8])(=[O:5])[OH:4])[CH3:2].[OH-:9].[Na+].C. Product: [CH2:1]([P:3]([OH:4])([CH2:6][C:7]([OH:9])=[O:8])=[O:5])[CH3:2]. The catalyst class is: 6.